Dataset: Catalyst prediction with 721,799 reactions and 888 catalyst types from USPTO. Task: Predict which catalyst facilitates the given reaction. (1) Reactant: C[O:2][C:3](=[O:33])[C:4]1[CH:9]=[C:8]([O:10][CH3:11])[CH:7]=[CH:6][C:5]=1[N:12]1[C:16]2[C:17](=[O:28])[N:18]([C:21]3[CH:26]=[CH:25][C:24]([I:27])=[CH:23][CH:22]=3)[CH2:19][CH2:20][C:15]=2[C:14]([C:29]([F:32])([F:31])[F:30])=[N:13]1.[OH-].[Na+].Cl. Product: [I:27][C:24]1[CH:23]=[CH:22][C:21]([N:18]2[CH2:19][CH2:20][C:15]3[C:14]([C:29]([F:30])([F:32])[F:31])=[N:13][N:12]([C:5]4[CH:6]=[CH:7][C:8]([O:10][CH3:11])=[CH:9][C:4]=4[C:3]([NH:12][C:16]4[CH:17]=[N:18][CH:19]=[CH:20][CH:15]=4)=[O:33])[C:16]=3[C:17]2=[O:28])=[CH:26][CH:25]=1.[I:27][C:24]1[CH:25]=[CH:26][C:21]([N:18]2[CH2:19][CH2:20][C:15]3[C:14]([C:29]([F:31])([F:32])[F:30])=[N:13][N:12]([C:5]4[CH:6]=[CH:7][C:8]([O:10][CH3:11])=[CH:9][C:4]=4[C:3]([OH:33])=[O:2])[C:16]=3[C:17]2=[O:28])=[CH:22][CH:23]=1. The catalyst class is: 7. (2) Reactant: [C:1]([C:3]1[CH:4]=[CH:5][C:6]([C@@H:12]2[C:17]([C:18]#[N:19])=[C:16]([CH3:20])[N:15]([C:21]3[CH:26]=[CH:25][CH:24]=[C:23]([C:27]([F:30])([F:29])[F:28])[CH:22]=3)[C:14](=[O:31])[N:13]2[CH3:32])=[C:7]([S:9]([O-:11])=[O:10])[CH:8]=1)#[N:2].[Na+].Br[CH2:35][CH:36]1[CH2:38][CH2:37]1.[I-].[K+]. Product: [C:1]([C:3]1[CH:4]=[CH:5][C:6]([C@@H:12]2[C:17]([C:18]#[N:19])=[C:16]([CH3:20])[N:15]([C:21]3[CH:26]=[CH:25][CH:24]=[C:23]([C:27]([F:29])([F:30])[F:28])[CH:22]=3)[C:14](=[O:31])[N:13]2[CH3:32])=[C:7]([S:9]([CH2:35][CH:36]2[CH2:38][CH2:37]2)(=[O:11])=[O:10])[CH:8]=1)#[N:2]. The catalyst class is: 3.